From a dataset of Forward reaction prediction with 1.9M reactions from USPTO patents (1976-2016). Predict the product of the given reaction. (1) Given the reactants [CH3:1][CH:2]1[CH2:7][CH:6]([NH2:8])[CH:5]([CH:9]([CH3:11])[CH3:10])[CH2:4][CH2:3]1.[C:12](Cl)(=[O:19])[C:13]1[CH:18]=[CH:17][CH:16]=[CH:15][CH:14]=1, predict the reaction product. The product is: [CH:9]([C@@H:5]1[CH2:4][CH2:3][C@@H:2]([CH3:1])[CH2:7][C@@H:6]1[NH:8][C:12](=[O:19])[C:13]1[CH:18]=[CH:17][CH:16]=[CH:15][CH:14]=1)([CH3:11])[CH3:10].[CH:9]([C@H:5]1[CH2:4][CH2:3][C@H:2]([CH3:1])[CH2:7][C@H:6]1[NH:8][C:12](=[O:19])[C:13]1[CH:18]=[CH:17][CH:16]=[CH:15][CH:14]=1)([CH3:11])[CH3:10]. (2) Given the reactants [NH2:1][C:2]1[N:3]=[CH:4][C:5]([CH2:8][C:9]2[CH:26]=[CH:25][C:12]3[CH2:13][CH2:14][N:15]([C:18]([O:20][C:21]([CH3:24])([CH3:23])[CH3:22])=[O:19])[CH2:16][CH2:17][C:11]=3[CH:10]=2)=[N:6][CH:7]=1.[C:27](Cl)(=[O:29])[CH3:28], predict the reaction product. The product is: [C:27]([NH:1][C:2]1[N:3]=[CH:4][C:5]([CH2:8][C:9]2[CH:26]=[CH:25][C:12]3[CH2:13][CH2:14][N:15]([C:18]([O:20][C:21]([CH3:23])([CH3:22])[CH3:24])=[O:19])[CH2:16][CH2:17][C:11]=3[CH:10]=2)=[N:6][CH:7]=1)(=[O:29])[CH3:28]. (3) Given the reactants [C:1]1([C:7]([N:9]2[CH2:13][CH2:12][CH:11]([CH2:14][N:15]3[C:23]4[C:18](=[CH:19][C:20]([C:24]5[CH:25]=[N:26][N:27](C6CCCCO6)[CH:28]=5)=[CH:21][CH:22]=4)[CH:17]=[CH:16]3)[CH2:10]2)=[O:8])[CH:6]=[CH:5][CH:4]=[CH:3][CH:2]=1.Cl.CO.ClCCl, predict the reaction product. The product is: [NH:26]1[CH:25]=[C:24]([C:20]2[CH:19]=[C:18]3[C:23](=[CH:22][CH:21]=2)[N:15]([CH2:14][CH:11]2[CH2:12][CH2:13][N:9]([C:7]([C:1]4[CH:6]=[CH:5][CH:4]=[CH:3][CH:2]=4)=[O:8])[CH2:10]2)[CH2:16][CH2:17]3)[CH:28]=[N:27]1. (4) The product is: [Cl:8][C:7]1[C:2]([C:17]2[CH:18]=[C:19]([O:20][CH3:21])[C:14]([Cl:13])=[CH:15][C:16]=2[F:25])=[N:3][CH:4]=[N:5][C:6]=1[C:9]([F:12])([F:11])[F:10]. Given the reactants Cl[C:2]1[C:7]([Cl:8])=[C:6]([C:9]([F:12])([F:11])[F:10])[N:5]=[CH:4][N:3]=1.[Cl:13][C:14]1[C:19]([O:20][CH3:21])=[CH:18][C:17](B(O)O)=[C:16]([F:25])[CH:15]=1.C(=O)([O-])O.[Na+].Cl, predict the reaction product. (5) Given the reactants [NH2:1][C:2]1[CH:7]=[CH:6][N:5]=[C:4]([Cl:8])[CH:3]=1.[CH:9](=O)[CH2:10][CH3:11].C(O[BH-](O[C:23](=O)[CH3:24])OC(=O)C)(=O)C.[Na+].[BH4-].[Na+].Cl[CH:30](Cl)C, predict the reaction product. The product is: [Cl:8][C:4]1[CH:3]=[C:2]([N:1]([CH2:30][CH2:23][CH3:24])[CH2:9][CH2:10][CH3:11])[CH:7]=[CH:6][N:5]=1.